From a dataset of Full USPTO retrosynthesis dataset with 1.9M reactions from patents (1976-2016). Predict the reactants needed to synthesize the given product. (1) The reactants are: Br[C:2]1[CH:3]=[CH:4][C:5]([C:8]([F:11])([F:10])[F:9])=[N:6][CH:7]=1.CON(C)[C:15]([C:17]1[CH:18]=[N:19][N:20]([CH3:22])[CH:21]=1)=[O:16].Cl. Given the product [CH3:22][N:20]1[CH:21]=[C:17]([C:15]([C:2]2[CH:7]=[N:6][C:5]([C:8]([F:11])([F:10])[F:9])=[CH:4][CH:3]=2)=[O:16])[CH:18]=[N:19]1, predict the reactants needed to synthesize it. (2) Given the product [Cl:23][C:18]1[CH:17]=[C:16]([NH:15][C:7]2[C:6]3[C:11](=[CH:12][C:13]([O:33][CH2:32][CH2:31][CH2:30][N:24]4[CH2:29][CH2:28][O:27][CH2:26][CH2:25]4)=[C:4]([N+:1]([O-:3])=[O:2])[CH:5]=3)[N:10]=[CH:9][N:8]=2)[CH:21]=[CH:20][C:19]=1[F:22], predict the reactants needed to synthesize it. The reactants are: [N+:1]([C:4]1[CH:5]=[C:6]2[C:11](=[CH:12][C:13]=1F)[N:10]=[CH:9][N:8]=[C:7]2[NH:15][C:16]1[CH:21]=[CH:20][C:19]([F:22])=[C:18]([Cl:23])[CH:17]=1)([O-:3])=[O:2].[N:24]1([CH2:30][CH2:31][CH2:32][OH:33])[CH2:29][CH2:28][O:27][CH2:26][CH2:25]1.CC(C)([O-])C.[K+].Cl. (3) Given the product [Si:1]([O:8][C:9]1[CH:10]=[C:11](/[C:15](/[CH2:22][CH3:23])=[CH:16]/[CH2:17][OH:18])[CH:12]=[CH:13][CH:14]=1)([C:4]([CH3:7])([CH3:6])[CH3:5])([CH3:2])[CH3:3], predict the reactants needed to synthesize it. The reactants are: [Si:1]([O:8][C:9]1[CH:10]=[C:11](/[C:15](/[CH2:22][CH3:23])=[CH:16]/[C:17](OCC)=[O:18])[CH:12]=[CH:13][CH:14]=1)([C:4]([CH3:7])([CH3:6])[CH3:5])([CH3:3])[CH3:2].[H-].[Al+3].[Li+].[H-].[H-].[H-]. (4) Given the product [C:4]([C:3]1[C:2]([F:1])=[C:9]([O:10][CH3:11])[CH:8]=[CH:7][C:6]=1[F:12])#[CH:13], predict the reactants needed to synthesize it. The reactants are: [F:1][C:2]1[C:9]([O:10][CH3:11])=[CH:8][CH:7]=[C:6]([F:12])[C:3]=1[CH:4]=O.[C:13](=O)([O-])[O-].[K+].[K+].CO.[N+](=C(P(=O)(OC)OC)C(=O)C)=[N-]. (5) Given the product [F:21][C:20]1[C:11]([C:10]2[N:9]=[C:8]([S:28][C:30]3[N:35]=[CH:34][CH:33]=[CH:32][N:31]=3)[N:4]3[CH:5]=[CH:6][N:7]=[C:2]([NH2:1])[C:3]=23)=[CH:12][CH:13]=[C:14]2[C:19]=1[N:18]=[C:17]([C:22]1[CH:27]=[CH:26][CH:25]=[CH:24][CH:23]=1)[CH:16]=[CH:15]2, predict the reactants needed to synthesize it. The reactants are: [NH2:1][C:2]1[C:3]2[N:4]([C:8](=[S:28])[NH:9][C:10]=2[C:11]2[C:20]([F:21])=[C:19]3[C:14]([CH:15]=[CH:16][C:17]([C:22]4[CH:27]=[CH:26][CH:25]=[CH:24][CH:23]=4)=[N:18]3)=[CH:13][CH:12]=2)[CH:5]=[CH:6][N:7]=1.Cl[C:30]1[N:35]=[CH:34][CH:33]=[CH:32][N:31]=1.C(=O)([O-])[O-].[K+].[K+]. (6) Given the product [C:5]([N:1]1[CH:7]=[CH:12][N:3]=[CH:2]1)([N:1]1[CH:5]=[CH:4][N:3]=[CH:2]1)=[O:13], predict the reactants needed to synthesize it. The reactants are: [NH:1]1[CH:5]=[CH:4][N:3]=[CH:2]1.Cl[C:7]1[CH:12]=CC=CC=1.[OH-:13].[Na+].